Dataset: Retrosynthesis with 50K atom-mapped reactions and 10 reaction types from USPTO. Task: Predict the reactants needed to synthesize the given product. (1) Given the product CCCc1ccc(Oc2cccc(C#N)c2)cc1, predict the reactants needed to synthesize it. The reactants are: CCCc1ccc(O)cc1.N#Cc1cccc(F)c1. (2) Given the product CCc1cc(C)ccc1N1CCN(S(=O)(=O)c2ccc(C)cc2)CC1, predict the reactants needed to synthesize it. The reactants are: CB(O)O.CCc1cc(Br)ccc1N1CCN(S(=O)(=O)c2ccc(C)cc2)CC1. (3) The reactants are: CCN.CCS(=O)(=O)c1cccc(-c2cc(CO)cc3[nH]c4ncc(C)cc4c23)c1. Given the product CCNCc1cc(-c2cccc(S(=O)(=O)CC)c2)c2c(c1)[nH]c1ncc(C)cc12, predict the reactants needed to synthesize it. (4) Given the product O=Cc1cccnc1Oc1ccc2c(nnn2CC2CC2)c1C(F)(F)F, predict the reactants needed to synthesize it. The reactants are: O=Cc1cccnc1Cl.Oc1ccc2c(nnn2CC2CC2)c1C(F)(F)F.